Predict the reactants needed to synthesize the given product. From a dataset of Full USPTO retrosynthesis dataset with 1.9M reactions from patents (1976-2016). (1) Given the product [Br:1][C:2]1[CH:3]=[C:4]2[C:9](=[CH:10][CH:11]=1)[N:8]([CH2:16][C@@H:14]([NH:15][S:17]([C:20]1[C:25]([CH3:26])=[CH:24][C:23]([CH3:27])=[CH:22][C:21]=1[CH3:28])(=[O:19])=[O:18])[CH2:12][CH3:13])[CH2:7][CH2:6][CH2:5]2, predict the reactants needed to synthesize it. The reactants are: [Br:1][C:2]1[CH:3]=[C:4]2[C:9](=[CH:10][CH:11]=1)[NH:8][CH2:7][CH2:6][CH2:5]2.[CH2:12]([CH:14]1[CH2:16][N@@:15]1[S:17]([C:20]1[C:25]([CH3:26])=[CH:24][C:23]([CH3:27])=[CH:22][C:21]=1[CH3:28])(=[O:19])=[O:18])[CH3:13]. (2) Given the product [F:8][C:9]([F:22])([F:21])[S:10]([O:13][C:24]1[CH:25]=[C:26]2[C:30](=[CH:31][CH:32]=1)[C:29](=[O:33])[N:28]([CH3:34])[C:27]2([CH3:36])[CH3:35])(=[O:12])=[O:11], predict the reactants needed to synthesize it. The reactants are: C(N(CC)CC)C.[F:8][C:9]([F:22])([F:21])[S:10]([O:13]S(C(F)(F)F)(=O)=O)(=[O:12])=[O:11].O[C:24]1[CH:25]=[C:26]2[C:30](=[CH:31][CH:32]=1)[C:29](=[O:33])[N:28]([CH3:34])[C:27]2([CH3:36])[CH3:35].C(=O)([O-])O.[Na+]. (3) The reactants are: [N+:1]([C:4]1[CH:5]=[CH:6][C:7]2[O:11][C:10]([CH:12]=[CH2:13])=[N:9][C:8]=2[CH:14]=1)([O-:3])=[O:2].[NH:15]1[CH2:19][CH2:18][CH2:17][CH2:16]1. Given the product [N+:1]([C:4]1[CH:5]=[CH:6][C:7]2[O:11][C:10]([CH2:12][CH2:13][N:15]3[CH2:19][CH2:18][CH2:17][CH2:16]3)=[N:9][C:8]=2[CH:14]=1)([O-:3])=[O:2], predict the reactants needed to synthesize it. (4) The reactants are: [NH2:1][C:2]1[N:3]=[CH:4][C:5]([C:9]([O:11][CH3:12])=[O:10])=[N:6][C:7]=1[Br:8].Br[CH:14]([CH3:20])[CH:15](OC)OC.C1(C)C=CC(S(O)(=O)=O)=CC=1. Given the product [Br:8][C:7]1[C:2]2[N:3]([C:14]([CH3:20])=[CH:15][N:1]=2)[CH:4]=[C:5]([C:9]([O:11][CH3:12])=[O:10])[N:6]=1, predict the reactants needed to synthesize it. (5) Given the product [Cl:7][C:5]1[N:4]([C:8]2[CH:9]=[CH:10][C:11]([C:14]3[CH:18]=[CH:17][S:16][CH:15]=3)=[CH:12][CH:13]=2)[C:3]([C:19]([O:21][CH2:22][CH3:23])=[O:20])=[C:2]([NH:1][C:39](=[O:40])[CH2:38][C:34]2[CH:35]=[CH:36][CH:37]=[C:32]([O:31][CH3:30])[CH:33]=2)[CH:6]=1, predict the reactants needed to synthesize it. The reactants are: [NH2:1][C:2]1[CH:6]=[C:5]([Cl:7])[N:4]([C:8]2[CH:13]=[CH:12][C:11]([C:14]3[CH:18]=[CH:17][S:16][CH:15]=3)=[CH:10][CH:9]=2)[C:3]=1[C:19]([O:21][CH2:22][CH3:23])=[O:20].N1C=CC=CC=1.[CH3:30][O:31][C:32]1[CH:33]=[C:34]([CH2:38][C:39](Cl)=[O:40])[CH:35]=[CH:36][CH:37]=1. (6) Given the product [Cl:32][C:33]1[C:34]([CH3:49])=[CH:35][C:36]([O:40][C:41]2[CH:48]=[CH:47][C:44]([CH2:45][NH:46][C:4](=[O:6])[C:3]3[CH:7]=[CH:8][CH:9]=[N:10][C:2]=3[NH2:1])=[CH:43][CH:42]=2)=[CH:37][C:38]=1[CH3:39], predict the reactants needed to synthesize it. The reactants are: [NH2:1][C:2]1[N:10]=[CH:9][CH:8]=[CH:7][C:3]=1[C:4]([OH:6])=O.ON1C2C=CC=CC=2N=N1.CCN=C=NCCCN(C)C.[Cl:32][C:33]1[C:38]([CH3:39])=[CH:37][C:36]([O:40][C:41]2[CH:48]=[CH:47][C:44]([CH2:45][NH2:46])=[CH:43][CH:42]=2)=[CH:35][C:34]=1[CH3:49].C(=O)(O)[O-].[Na+].